Predict the product of the given reaction. From a dataset of Forward reaction prediction with 1.9M reactions from USPTO patents (1976-2016). Given the reactants [NH3:1].Cl[C:3]1[C:4]2[C:11]([I:12])=[CH:10][N:9]([CH:13]3[CH2:16][CH2:15][CH2:14]3)[C:5]=2[N:6]=[CH:7][N:8]=1.C(=O)=O.CC(C)=O, predict the reaction product. The product is: [CH:13]1([N:9]2[C:5]3[N:6]=[CH:7][N:8]=[C:3]([NH2:1])[C:4]=3[C:11]([I:12])=[CH:10]2)[CH2:16][CH2:15][CH2:14]1.